From a dataset of Full USPTO retrosynthesis dataset with 1.9M reactions from patents (1976-2016). Predict the reactants needed to synthesize the given product. Given the product [Cl:2][C:3]1[CH:4]=[C:5]([C@@H:9]2[CH2:10][N:11]([CH2:26][C@H:24]([OH:25])[C:23]([F:28])([F:27])[F:22])[CH2:12][CH2:13][O:14]2)[CH:6]=[CH:7][CH:8]=1, predict the reactants needed to synthesize it. The reactants are: Cl.[Cl:2][C:3]1[CH:4]=[C:5]([C@H:9]2[O:14][CH2:13][CH2:12][NH:11][CH2:10]2)[CH:6]=[CH:7][CH:8]=1.C(N(CC)CC)C.[F:22][C:23]([F:28])([F:27])[C@@H:24]1[CH2:26][O:25]1.